Dataset: Forward reaction prediction with 1.9M reactions from USPTO patents (1976-2016). Task: Predict the product of the given reaction. (1) Given the reactants [CH2:1]([O:3][CH:4]([CH2:9][CH2:10][CH:11]=[CH2:12])[CH:5]([CH3:8])[CH:6]=[O:7])[CH3:2].[OH-:13].[Li+].Cl, predict the reaction product. The product is: [CH2:1]([O:3][C@H:4]([CH2:9][CH2:10][CH:11]=[CH2:12])[C@@H:5]([CH3:8])[C:6]([OH:13])=[O:7])[CH3:2]. (2) The product is: [CH2:25]([O:1][C@H:2]1[CH2:7][CH2:6][CH2:5][C@@H:4]([O:8][CH2:9][C:10]2[CH:19]=[CH:18][CH:17]=[C:16]([CH3:20])[C:11]=2[C:12]([O:14][CH3:15])=[O:13])[CH2:3]1)[CH:24]=[CH2:23]. Given the reactants [OH:1][C@H:2]1[CH2:7][CH2:6][CH2:5][C@@H:4]([O:8][CH2:9][C:10]2[CH:19]=[CH:18][CH:17]=[C:16]([CH3:20])[C:11]=2[C:12]([O:14][CH3:15])=[O:13])[CH2:3]1.[H-].[Na+].[CH2:23](Br)[CH:24]=[CH2:25].C(OCC)(=O)C, predict the reaction product. (3) Given the reactants Br[C:2]1[C:3]([O:11][CH:12]2[CH2:15][CH2:14][CH2:13]2)=[N:4][CH:5]=[C:6]([CH:10]=1)[C:7]([OH:9])=[O:8].[Cl:16][C:17]1[CH:22]=[CH:21][C:20](B(O)O)=[CH:19][CH:18]=1.C(=O)([O-])[O-].[K+].[K+], predict the reaction product. The product is: [Cl:16][C:17]1[CH:22]=[CH:21][C:20]([C:2]2[C:3]([O:11][CH:12]3[CH2:15][CH2:14][CH2:13]3)=[N:4][CH:5]=[C:6]([CH:10]=2)[C:7]([OH:9])=[O:8])=[CH:19][CH:18]=1. (4) Given the reactants [CH:1]1([N:5]2[CH:9]=[C:8]([N+:10]([O-])=O)[N:7]=[CH:6]2)[CH2:4][CH2:3][CH2:2]1.C(N(C(C)C)CC)(C)C.[C:22]1([O:28][C:29](Cl)=[O:30])[CH:27]=[CH:26][CH:25]=[CH:24][CH:23]=1.C(O)(=O)C, predict the reaction product. The product is: [C:22]1([O:28][C:29](=[O:30])[NH:10][C:8]2[N:7]=[CH:6][N:5]([CH:1]3[CH2:4][CH2:3][CH2:2]3)[CH:9]=2)[CH:27]=[CH:26][CH:25]=[CH:24][CH:23]=1.